From a dataset of Full USPTO retrosynthesis dataset with 1.9M reactions from patents (1976-2016). Predict the reactants needed to synthesize the given product. (1) Given the product [Cl:1][C:2]1[CH:3]=[CH:4][C:5]([CH2:8][CH:9]([CH3:19])[CH2:10][S:15][CH3:23])=[CH:6][N:7]=1, predict the reactants needed to synthesize it. The reactants are: [Cl:1][C:2]1[N:7]=[CH:6][C:5]([C:8]2[C:9]([CH2:19]C(C)C)=[C:10]([S:15]([O-])(=O)=O)C=CC=2C)=[CH:4][CH:3]=1.[CH2:23]1COCC1. (2) Given the product [CH2:22]([O:21][C:15](=[O:20])[CH:16]=[C:17]([NH:12][C:9]1[CH:10]=[CH:11][C:6]([CH2:5][C:4]([O:3][CH2:1][CH3:2])=[O:14])=[CH:7][C:8]=1[I:13])[CH3:19])[CH3:23], predict the reactants needed to synthesize it. The reactants are: [CH2:1]([O:3][C:4](=[O:14])[CH2:5][C:6]1[CH:11]=[CH:10][C:9]([NH2:12])=[C:8]([I:13])[CH:7]=1)[CH3:2].[C:15]([O:21][CH2:22][CH3:23])(=[O:20])[CH2:16][C:17]([CH3:19])=O. (3) Given the product [I:1][C:2]1[CH:11]=[CH:10][CH:9]=[C:8]2[C:3]=1[CH2:4][CH2:5][N:6]=[C:7]2[CH3:17], predict the reactants needed to synthesize it. The reactants are: [I:1][C:2]1[CH:11]=[CH:10][CH:9]=[C:8]2[C:3]=1[CH2:4][CH2:5][N:6]1C(=O)C(=O)O[C:7]12[CH3:17]. (4) Given the product [Br:1][C:2]1[CH:7]=[CH:6][CH:5]=[C:4]([Br:8])[C:3]=1[CH2:9][Br:10], predict the reactants needed to synthesize it. The reactants are: [Br:1][C:2]1[CH:7]=[CH:6][CH:5]=[C:4]([Br:8])[C:3]=1[CH3:9].[Br:10]N1C(=O)CCC1=O.N(C(C)(C)C#N)=NC(C)(C)C#N. (5) The reactants are: [N:1]1([S:7]([C:10]2[C:18]3[C:13](=[C:14]([N+:19]([O-])=O)[CH:15]=[CH:16][CH:17]=3)[NH:12][C:11]=2[C:22]([NH2:24])=[O:23])(=[O:9])=[O:8])[CH2:6][CH2:5][O:4][CH2:3][CH2:2]1.[H][H]. Given the product [NH2:19][C:14]1[CH:15]=[CH:16][CH:17]=[C:18]2[C:13]=1[NH:12][C:11]([C:22]([NH2:24])=[O:23])=[C:10]2[S:7]([N:1]1[CH2:2][CH2:3][O:4][CH2:5][CH2:6]1)(=[O:9])=[O:8], predict the reactants needed to synthesize it. (6) Given the product [NH3:11].[CH:40]([N:36]([CH:37]([CH3:39])[CH3:38])[CH2:35][CH2:34][C@@H:33]([C:28]1[CH:27]=[C:26]([CH2:25][CH2:24][CH2:23][CH2:22][CH2:21][O:20][C:17]2[CH:18]=[CH:19][C:14]([CH2:13][CH2:12][NH:11][CH2:10][C@@H:9]([C:49]3[CH:50]=[CH:51][C:52]([OH:60])=[C:53]([NH:55][S:56]([CH3:59])(=[O:58])=[O:57])[CH:54]=3)[OH:8])=[CH:15][CH:16]=2)[CH:31]=[CH:30][C:29]=1[OH:32])[C:43]1[CH:44]=[CH:45][CH:46]=[CH:47][CH:48]=1)([CH3:42])[CH3:41], predict the reactants needed to synthesize it. The reactants are: [Si]([O:8][C@H:9]([C:49]1[CH:50]=[CH:51][C:52]([OH:60])=[C:53]([NH:55][S:56]([CH3:59])(=[O:58])=[O:57])[CH:54]=1)[CH2:10][NH:11][CH2:12][CH2:13][C:14]1[CH:19]=[CH:18][C:17]([O:20][CH2:21][CH2:22][CH2:23][CH2:24][CH2:25][C:26]2[CH:31]=[CH:30][C:29]([OH:32])=[C:28]([C@@H:33]([C:43]3[CH:48]=[CH:47][CH:46]=[CH:45][CH:44]=3)[CH2:34][CH2:35][N:36]([CH:40]([CH3:42])[CH3:41])[CH:37]([CH3:39])[CH3:38])[CH:27]=2)=[CH:16][CH:15]=1)(C(C)(C)C)(C)C.CO.CCN(CC)CC.F.F.F. (7) Given the product [I:1][C:2]1[N:3]=[CH:4][N:5]([CH2:15][O:14][CH2:13][CH2:12][Si:11]([CH3:18])([CH3:17])[CH3:10])[C:6]=1[I:7], predict the reactants needed to synthesize it. The reactants are: [I:1][C:2]1[N:3]=[CH:4][NH:5][C:6]=1[I:7].[H-].[Na+].[CH3:10][Si:11]([CH3:18])([CH3:17])[CH2:12][CH2:13][O:14][CH2:15]Cl.O.